Dataset: Forward reaction prediction with 1.9M reactions from USPTO patents (1976-2016). Task: Predict the product of the given reaction. Given the reactants [Na].[Cl-].[NH2:3][C:4]([NH2:6])=[NH2+:5].[F:7][C:8]([F:30])([F:29])[C:9]1[CH:17]=[C:16]2[C:12]([C:13](=[O:28])[N:14]([CH2:24][CH:25]([CH3:27])[CH3:26])[CH:15]2[CH2:18][C:19](OCC)=[O:20])=[CH:11][CH:10]=1, predict the reaction product. The product is: [CH2:24]([N:14]1[C:13](=[O:28])[C:12]2[C:16](=[CH:17][C:9]([C:8]([F:7])([F:29])[F:30])=[CH:10][CH:11]=2)[CH:15]1[CH2:18][C:19]([NH:5][C:4]([NH2:6])=[NH:3])=[O:20])[CH:25]([CH3:27])[CH3:26].